This data is from Peptide-MHC class I binding affinity with 185,985 pairs from IEDB/IMGT. The task is: Regression. Given a peptide amino acid sequence and an MHC pseudo amino acid sequence, predict their binding affinity value. This is MHC class I binding data. (1) The peptide sequence is SQLPPACPV. The MHC is HLA-B46:01 with pseudo-sequence HLA-B46:01. The binding affinity (normalized) is 0.0847. (2) The peptide sequence is AVSKNRRQL. The MHC is HLA-A01:01 with pseudo-sequence HLA-A01:01. The binding affinity (normalized) is 0.0847.